This data is from Peptide-MHC class I binding affinity with 185,985 pairs from IEDB/IMGT. The task is: Regression. Given a peptide amino acid sequence and an MHC pseudo amino acid sequence, predict their binding affinity value. This is MHC class I binding data. The peptide sequence is ILNRETLLDFV. The MHC is HLA-A24:02 with pseudo-sequence HLA-A24:02. The binding affinity (normalized) is 0.0847.